Predict the reactants needed to synthesize the given product. From a dataset of Full USPTO retrosynthesis dataset with 1.9M reactions from patents (1976-2016). (1) Given the product [Cl:1][C:2]1[CH:18]=[CH:17][C:5]2[CH2:6][CH2:7][N:8]([C:11](=[O:16])[C:12]([F:15])([F:14])[F:13])[CH2:9][CH2:10][C:4]=2[C:3]=1[NH:27][CH:28]1[C:36]2[C:31](=[CH:32][CH:33]=[CH:34][CH:35]=2)[CH2:30][CH2:29]1, predict the reactants needed to synthesize it. The reactants are: [Cl:1][C:2]1[CH:18]=[CH:17][C:5]2[CH2:6][CH2:7][N:8]([C:11](=[O:16])[C:12]([F:15])([F:14])[F:13])[CH2:9][CH2:10][C:4]=2[C:3]=1OS(C(F)(F)F)(=O)=O.[NH2:27][C@H:28]1[C:36]2[C:31](=[CH:32][CH:33]=[CH:34][CH:35]=2)[CH2:30][CH2:29]1. (2) Given the product [F:36][C:37]1[CH:42]=[CH:41][CH:40]=[CH:39][C:38]=1[S:43]([N:18]1[CH2:19][CH2:20][N:15]([CH2:21][CH2:22][O:23][C:24]2[CH:33]=[CH:32][CH:31]=[C:30]3[C:25]=2[C:26]([NH2:35])=[N:27][C:28]([NH2:34])=[N:29]3)[CH2:16][CH2:17]1)(=[O:45])=[O:44], predict the reactants needed to synthesize it. The reactants are: C(N(CC)CC)C.FC(F)(F)C(O)=O.[N:15]1([CH2:21][CH2:22][O:23][C:24]2[CH:33]=[CH:32][CH:31]=[C:30]3[C:25]=2[C:26]([NH2:35])=[N:27][C:28]([NH2:34])=[N:29]3)[CH2:20][CH2:19][NH:18][CH2:17][CH2:16]1.[F:36][C:37]1[CH:42]=[CH:41][CH:40]=[CH:39][C:38]=1[S:43](Cl)(=[O:45])=[O:44].